Dataset: Catalyst prediction with 721,799 reactions and 888 catalyst types from USPTO. Task: Predict which catalyst facilitates the given reaction. Reactant: [CH2:1]([N:5]1[C:10]2[CH:11]=[C:12]([C:16]([O:18][CH3:19])=[O:17])[CH:13]=[C:14]([I:15])[C:9]=2[O:8][CH2:7][C:6]1=O)[CH2:2][CH2:3][CH3:4].B1C2CCCC1CCC2.C(CN)O. Product: [CH2:1]([N:5]1[C:10]2[CH:11]=[C:12]([C:16]([O:18][CH3:19])=[O:17])[CH:13]=[C:14]([I:15])[C:9]=2[O:8][CH2:7][CH2:6]1)[CH2:2][CH2:3][CH3:4]. The catalyst class is: 7.